From a dataset of Forward reaction prediction with 1.9M reactions from USPTO patents (1976-2016). Predict the product of the given reaction. (1) Given the reactants OCC1CC1[C:6]1[C:11](=[O:12])[N:10]2[CH:13]=[CH:14][C:15]([CH2:17][CH2:18][C:19]3[S:20][CH:21]=[C:22]([CH:24]([CH3:26])[CH3:25])[N:23]=3)=[CH:16][C:9]2=[N:8][C:7]=1[N:27]1[CH2:32][CH2:31][O:30][CH2:29][CH2:28]1.C[C:34]([CH3:36])=[O:35].OS(O)(=O)=O.O=[Cr](=O)=O.S([O-])([O-])(=[O:48])=S.[Na+].[Na+].[CH3:53][C:54](C)=O, predict the reaction product. The product is: [CH:24]([C:22]1[N:23]=[C:19]([CH2:18][CH2:17][C:15]2[CH:14]=[CH:13][N:10]3[C:11](=[O:12])[C:6]([C:36]4([C:34]([OH:48])=[O:35])[CH2:54][CH2:53]4)=[C:7]([N:27]4[CH2:32][CH2:31][O:30][CH2:29][CH2:28]4)[N:8]=[C:9]3[CH:16]=2)[S:20][CH:21]=1)([CH3:26])[CH3:25]. (2) Given the reactants [Br:1][C:2]1[C:3]2[CH:10]=[CH:9][CH:8]=[CH:7][C:4]=2[S:5][CH:6]=1.[CH:11](NC(C)C)(C)C.[Li].C1CCCCC1.CI.[NH4+].[Cl-], predict the reaction product. The product is: [Br:1][C:2]1[C:3]2[CH:10]=[CH:9][CH:8]=[CH:7][C:4]=2[S:5][C:6]=1[CH3:11]. (3) Given the reactants [Br:1][C:2]1[C:3]([S:8]([CH2:11][CH2:12][CH2:13]Cl)(=[O:10])=[O:9])=[N:4][CH:5]=[CH:6][CH:7]=1.CC([O-])(C)C.[K+], predict the reaction product. The product is: [Br:1][C:2]1[C:3]([S:8]([CH:11]2[CH2:13][CH2:12]2)(=[O:10])=[O:9])=[N:4][CH:5]=[CH:6][CH:7]=1. (4) Given the reactants [Cl:1][C:2]1[CH:3]=[C:4]([C@@H:8]2[C@@H:13]([C:14]3[CH:19]=[CH:18][C:17]([Cl:20])=[CH:16][CH:15]=3)[N:12]([C@@H:21]([CH2:24][CH3:25])[CH:22]=O)[C:11](=[O:26])[C@:10]([CH2:28][C:29]([OH:31])=[O:30])([CH3:27])[CH2:9]2)[CH:5]=[CH:6][CH:7]=1.Cl.[CH3:33][C:34]1([CH3:40])[CH2:39][O:38][CH2:37][CH2:36][NH:35]1.C1(C)C=CC=CC=1.C(O[BH-](OC(=O)C)OC(=O)C)(=O)C.[Na+], predict the reaction product. The product is: [Cl:1][C:2]1[CH:3]=[C:4]([C@@H:8]2[C@@H:13]([C:14]3[CH:15]=[CH:16][C:17]([Cl:20])=[CH:18][CH:19]=3)[N:12]([C@@H:21]([CH2:24][CH3:25])[CH2:22][N:35]3[CH2:36][CH2:37][O:38][CH2:39][C:34]3([CH3:40])[CH3:33])[C:11](=[O:26])[C@:10]([CH2:28][C:29]([OH:31])=[O:30])([CH3:27])[CH2:9]2)[CH:5]=[CH:6][CH:7]=1.